This data is from Catalyst prediction with 721,799 reactions and 888 catalyst types from USPTO. The task is: Predict which catalyst facilitates the given reaction. (1) Reactant: [Cl:1][C:2]1[CH:3]=[N:4][CH:5]=[C:6]([Cl:10])[C:7]=1[CH:8]=[O:9].[BH4-].[Na+]. Product: [Cl:1][C:2]1[CH:3]=[N:4][CH:5]=[C:6]([Cl:10])[C:7]=1[CH2:8][OH:9]. The catalyst class is: 5. (2) The catalyst class is: 305. Reactant: [CH3:1][C:2]1([CH3:25])[C:17]2[CH:16]=[C:15]3[C:7]([C:8]4[CH:9]=[C:10]5[C:20]([CH3:21])=[CH:19][C:18]([CH3:23])([CH3:22])[C:11]5=[CH:12][C:13]=4[CH2:14]3)=[CH:6][C:5]=2[C:4]([CH3:24])=[CH:3]1.C([Li])CCC.CCCCCC.[C:37]1([CH3:56])[CH:42]=[CH:41][C:40]([C:43]([C:49]2[CH:54]=[CH:53][C:52]([CH3:55])=[CH:51][CH:50]=2)=[C:44]2[CH:48]=[CH:47][CH:46]=[CH:45]2)=[CH:39][CH:38]=1.Cl. Product: [CH3:1][C:2]1([CH3:25])[C:17]2[CH:16]=[C:15]3[C:7]([C:8]4[CH:9]=[C:10]5[C:20]([CH3:21])=[CH:19][C:18]([CH3:23])([CH3:22])[C:11]5=[CH:12][C:13]=4[CH2:14]3)=[CH:6][C:5]=2[C:4]([CH3:24])=[C:3]1[C:43]([CH:44]1[CH:45]=[CH:46][CH:47]=[CH:48]1)([C:40]1[CH:39]=[CH:38][C:37]([CH3:56])=[CH:42][CH:41]=1)[C:49]1[CH:50]=[CH:51][C:52]([CH3:55])=[CH:53][CH:54]=1.